From a dataset of Peptide-MHC class I binding affinity with 185,985 pairs from IEDB/IMGT. Regression. Given a peptide amino acid sequence and an MHC pseudo amino acid sequence, predict their binding affinity value. This is MHC class I binding data. (1) The peptide sequence is CIRNASKFVY. The MHC is HLA-A68:01 with pseudo-sequence HLA-A68:01. The binding affinity (normalized) is 0.0277. (2) The peptide sequence is MTFPVSLEY. The MHC is HLA-A68:23 with pseudo-sequence HLA-A68:23. The binding affinity (normalized) is 1.00. (3) The peptide sequence is DLKDQIAQL. The MHC is HLA-A68:02 with pseudo-sequence HLA-A68:02. The binding affinity (normalized) is 0.379. (4) The peptide sequence is KYAEAFQMV. The MHC is HLA-A02:19 with pseudo-sequence HLA-A02:19. The binding affinity (normalized) is 0.0847. (5) The peptide sequence is VLYDEFVTI. The MHC is H-2-Dd with pseudo-sequence H-2-Dd. The binding affinity (normalized) is 0. (6) The peptide sequence is GFAIPIILK. The MHC is HLA-B51:01 with pseudo-sequence HLA-B51:01. The binding affinity (normalized) is 0.0847.